Dataset: Reaction yield outcomes from USPTO patents with 853,638 reactions. Task: Predict the reaction yield, written as a fraction of the theoretical maximum amount of product (1.0 means a 100% yield; for example, 0.34 means a 34% yield). (1) The reactants are N(C(OC(C)C)=O)=NC(OC(C)C)=O.[F:15][C:16]([F:38])([F:37])[CH2:17][CH2:18][CH:19]([C:21]1[CH:26]=[CH:25][C:24]([C:27]2[CH:32]=[CH:31][C:30]([C:33]([F:36])([F:35])[F:34])=[CH:29][CH:28]=2)=[CH:23][CH:22]=1)O.[C:39]([O:43][C:44]([NH:46][C:47]1[CH:56]=[CH:55][C:50]([C:51]([O:53][CH3:54])=[O:52])=[CH:49][N:48]=1)=[O:45])([CH3:42])([CH3:41])[CH3:40].C1(P(C2C=CC=CC=2)C2C=CC=CC=2)C=CC=CC=1. The catalyst is C1COCC1. The product is [C:39]([O:43][C:44]([N:46]([CH:19]([C:21]1[CH:26]=[CH:25][C:24]([C:27]2[CH:32]=[CH:31][C:30]([C:33]([F:36])([F:35])[F:34])=[CH:29][CH:28]=2)=[CH:23][CH:22]=1)[CH2:18][CH2:17][C:16]([F:38])([F:37])[F:15])[C:47]1[CH:56]=[CH:55][C:50]([C:51]([O:53][CH3:54])=[O:52])=[CH:49][N:48]=1)=[O:45])([CH3:42])([CH3:40])[CH3:41]. The yield is 0.210. (2) The reactants are [CH3:1][C:2]1([CH3:22])[CH2:7][CH2:6][C:5]([C:8]2[C:9]([C:16]3[CH:21]=[CH:20][CH:19]=[CH:18][CH:17]=3)=[N:10][N:11]([CH3:15])[C:12]=2[CH:13]=[O:14])=[CH:4][CH2:3]1.C[Si](C#N)(C)C.[Na].[C:30](Cl)(=[O:32])C.[CH3:34][OH:35]. The catalyst is ClCCl.[I-].[Zn+2].[I-]. The product is [CH3:1][C:2]1([CH3:22])[CH2:7][CH2:6][C:5]([C:8]2[C:9]([C:16]3[CH:17]=[CH:18][CH:19]=[CH:20][CH:21]=3)=[N:10][N:11]([CH3:15])[C:12]=2[CH:13]([OH:14])[C:34]([O:32][CH3:30])=[O:35])=[CH:4][CH2:3]1. The yield is 0.830. (3) The reactants are C(OC=C)(=O)C.[CH3:22][CH2:23][CH2:24][CH2:25][Sn](Cl)(O[Sn](Cl)([CH2:22][CH2:23][CH2:24][CH3:25])[CH2:22][CH2:23][CH2:24][CH3:25])[CH2:22][CH2:23][CH2:24][CH3:25].[C:28]([O:31][CH2:32][C:33]1[CH:34]=[CH:35][C:36]([CH2:40][C:41]2C=CC(OC)=[CH:43][CH:42]=2)=[C:37]([OH:39])[CH:38]=1)(=[O:30])[CH3:29]. The catalyst is O1CCCC1. The product is [C:28]([O:31][CH2:32][C:33]1[CH:34]=[CH:35][C:36]([CH2:40][C:41]2[CH:22]=[CH:23][C:24]([CH3:25])=[CH:43][CH:42]=2)=[C:37]([OH:39])[CH:38]=1)(=[O:30])[CH3:29]. The yield is 0.990. (4) The reactants are [NH2:1][C:2]1[CH:19]=[CH:18][C:5]([O:6][CH2:7][CH2:8][N:9]([CH2:16][CH3:17])[C:10]2[CH:15]=[CH:14][CH:13]=[CH:12][CH:11]=2)=[CH:4][CH:3]=1.[CH:20](=O)[CH2:21][CH2:22][CH2:23][CH:24]=O.C(O[BH-](OC(=O)C)OC(=O)C)(=O)C.[Na+]. The catalyst is ClCCCl. The product is [CH2:16]([N:9]([CH2:8][CH2:7][O:6][C:5]1[CH:4]=[CH:3][C:2]([N:1]2[CH2:24][CH2:23][CH2:22][CH2:21][CH2:20]2)=[CH:19][CH:18]=1)[C:10]1[CH:15]=[CH:14][CH:13]=[CH:12][CH:11]=1)[CH3:17]. The yield is 0.360. (5) The reactants are [C:1]([O:5][C:6](=[O:14])[N:7]([CH2:9][CH2:10][CH2:11][CH2:12][NH2:13])[CH3:8])([CH3:4])([CH3:3])[CH3:2].[F:15][C:16]1[C:17]([CH:22]=O)=[N:18][CH:19]=[CH:20][CH:21]=1.C([O-])([O-])=O.[K+].[K+].[BH4-].[Na+].C([O-])(O)=O.[Na+]. The catalyst is CO. The product is [C:1]([O:5][C:6](=[O:14])[N:7]([CH2:9][CH2:10][CH2:11][CH2:12][NH:13][CH2:22][C:17]1[C:16]([F:15])=[CH:21][CH:20]=[CH:19][N:18]=1)[CH3:8])([CH3:4])([CH3:2])[CH3:3]. The yield is 0.740. (6) The reactants are [CH2:1]=[CH:2][C@H:3]([OH:9])[CH2:4][CH2:5][CH2:6][CH2:7][CH3:8].N1C=CN=C1.[CH3:15][C:16]([Si:19](Cl)([CH3:21])[CH3:20])([CH3:18])[CH3:17].O. The catalyst is C(Cl)Cl. The product is [C:16]([Si:19]([CH3:21])([CH3:20])[O:9][C@H:3]([CH2:4][CH2:5][CH2:6][CH2:7][CH3:8])[CH:2]=[CH2:1])([CH3:18])([CH3:17])[CH3:15]. The yield is 0.950.